The task is: Predict the reactants needed to synthesize the given product.. This data is from Full USPTO retrosynthesis dataset with 1.9M reactions from patents (1976-2016). (1) Given the product [C:7]1([CH3:8])[CH:9]=[CH:10][C:4]([S:1]([O:24][CH2:23][CH2:22][CH:21]([C:16]2[CH:17]=[CH:18][CH:19]=[CH:20][C:15]=2[N+:12]([O-:14])=[O:13])[OH:25])(=[O:3])=[O:2])=[CH:5][CH:6]=1, predict the reactants needed to synthesize it. The reactants are: [S:1](Cl)([C:4]1[CH:10]=[CH:9][C:7]([CH3:8])=[CH:6][CH:5]=1)(=[O:3])=[O:2].[N+:12]([C:15]1[CH:20]=[CH:19][CH:18]=[CH:17][C:16]=1[CH:21]([OH:25])[CH2:22][CH2:23][OH:24])([O-:14])=[O:13].C(N(CC)CC)C. (2) The reactants are: [Br:1][C:2]1[CH:7]=[CH:6][C:5]([CH:8]2[CH2:10][CH:9]2CC#N)=[CH:4][CH:3]=1.[OH-:14].[K+].Cl.[CH3:17][CH2:18][OH:19]. Given the product [Br:1][C:2]1[CH:7]=[CH:6][C:5]([CH:8]2[CH2:10][CH:9]2[CH2:17][C:18]([OH:14])=[O:19])=[CH:4][CH:3]=1, predict the reactants needed to synthesize it. (3) The reactants are: F[C:2]1[C:7](=[O:8])[N:6]([CH3:9])[C:5]([C:10]#[N:11])=[CH:4][CH:3]=1.Cl.[NH2:13][C@H:14]([C:16]1[C:17](=[O:32])[NH:18][C:19]2[C:24]([CH:25]=1)=[CH:23][C:22]([Cl:26])=[C:21]([O:27][CH2:28][CH:29]1[CH2:31][CH2:30]1)[CH:20]=2)[CH3:15].CS(C)=O.CCN(C(C)C)C(C)C. Given the product [Cl:26][C:22]1[CH:23]=[C:24]2[C:19](=[CH:20][C:21]=1[O:27][CH2:28][CH:29]1[CH2:30][CH2:31]1)[NH:18][C:17](=[O:32])[C:16]([C@@H:14]([NH:13][C:2]1[C:7](=[O:8])[N:6]([CH3:9])[C:5]([C:10]#[N:11])=[CH:4][CH:3]=1)[CH3:15])=[CH:25]2, predict the reactants needed to synthesize it. (4) The reactants are: BrC1C=[C:4]([S:8][CH3:9])[CH:5]=[CH:6][CH:7]=1.C([C:14]1[CH:20]=[CH:19][C:17]([NH2:18])=[CH:16][CH:15]=1)CCC.C(O[Na])(C)(C)C.[C:27]1(C)[CH:32]=CC=[CH:29][CH:28]=1. Given the product [CH3:32][CH2:27][CH2:28][CH2:29][N:18]([C:17]1[CH:16]=[CH:15][CH:14]=[CH:20][CH:19]=1)[C:9]1[S:8][CH:4]=[CH:5][C:6]=1[CH3:7], predict the reactants needed to synthesize it. (5) Given the product [CH:21]([O:24][C:25](=[O:29])[C@@H:26]([NH:27][P:15]([O:8][C:6]1[CH:5]=[CH:4][C:3]([C:9]2[CH:14]=[CH:13][CH:12]=[CH:11][CH:10]=2)=[C:2]([F:1])[CH:7]=1)([O:50][CH2:49][C@@H:46]1[C@@H:47]([OH:48])[C@:43]([F:42])([CH3:59])[C@H:44]([N:51]2[CH:58]=[CH:57][C:55](=[O:56])[NH:54][C:52]2=[O:53])[O:45]1)=[O:16])[CH3:28])([CH3:23])[CH3:22], predict the reactants needed to synthesize it. The reactants are: [F:1][C:2]1[CH:7]=[C:6]([OH:8])[CH:5]=[CH:4][C:3]=1[C:9]1[CH:14]=[CH:13][CH:12]=[CH:11][CH:10]=1.[P:15](Cl)(Cl)(Cl)=[O:16].Cl.[CH:21]([O:24][C:25](=[O:29])[C@H:26]([CH3:28])[NH2:27])([CH3:23])[CH3:22].FC1C(O)=C(F)C(F)=C(F)C=1F.[F:42][C@:43]1([CH3:59])[C@H:47]([OH:48])[C@@H:46]([CH2:49][OH:50])[O:45][C@H:44]1[N:51]1[CH:58]=[CH:57][C:55](=[O:56])[NH:54][C:52]1=[O:53].